From a dataset of NCI-60 drug combinations with 297,098 pairs across 59 cell lines. Regression. Given two drug SMILES strings and cell line genomic features, predict the synergy score measuring deviation from expected non-interaction effect. (1) Drug 1: CC1=C(C=C(C=C1)C(=O)NC2=CC(=CC(=C2)C(F)(F)F)N3C=C(N=C3)C)NC4=NC=CC(=N4)C5=CN=CC=C5. Drug 2: CS(=O)(=O)CCNCC1=CC=C(O1)C2=CC3=C(C=C2)N=CN=C3NC4=CC(=C(C=C4)OCC5=CC(=CC=C5)F)Cl. Cell line: T-47D. Synergy scores: CSS=-0.0760, Synergy_ZIP=7.12, Synergy_Bliss=4.80, Synergy_Loewe=-13.6, Synergy_HSA=-9.23. (2) Drug 1: C1CC(C1)(C(=O)O)C(=O)O.[NH2-].[NH2-].[Pt+2]. Drug 2: N.N.Cl[Pt+2]Cl. Cell line: MALME-3M. Synergy scores: CSS=64.5, Synergy_ZIP=-3.37, Synergy_Bliss=-3.99, Synergy_Loewe=-1.31, Synergy_HSA=1.62. (3) Drug 1: CC1=C2C(C(=O)C3(C(CC4C(C3C(C(C2(C)C)(CC1OC(=O)C(C(C5=CC=CC=C5)NC(=O)C6=CC=CC=C6)O)O)OC(=O)C7=CC=CC=C7)(CO4)OC(=O)C)O)C)OC(=O)C. Drug 2: C1CNP(=O)(OC1)N(CCCl)CCCl. Cell line: TK-10. Synergy scores: CSS=23.0, Synergy_ZIP=-4.95, Synergy_Bliss=0.224, Synergy_Loewe=-76.6, Synergy_HSA=1.31. (4) Drug 1: CC=C1C(=O)NC(C(=O)OC2CC(=O)NC(C(=O)NC(CSSCCC=C2)C(=O)N1)C(C)C)C(C)C. Drug 2: C(CC(=O)O)C(=O)CN.Cl. Cell line: SK-OV-3. Synergy scores: CSS=34.4, Synergy_ZIP=-5.07, Synergy_Bliss=-0.253, Synergy_Loewe=-10.7, Synergy_HSA=1.92. (5) Drug 1: C1CC(=O)NC(=O)C1N2CC3=C(C2=O)C=CC=C3N. Drug 2: CC12CCC3C(C1CCC2O)C(CC4=C3C=CC(=C4)O)CCCCCCCCCS(=O)CCCC(C(F)(F)F)(F)F. Cell line: NCI-H522. Synergy scores: CSS=1.14, Synergy_ZIP=-2.66, Synergy_Bliss=-5.99, Synergy_Loewe=-4.06, Synergy_HSA=-4.09. (6) Synergy scores: CSS=27.3, Synergy_ZIP=4.22, Synergy_Bliss=4.67, Synergy_Loewe=-0.266, Synergy_HSA=-0.439. Drug 2: CN(CC1=CN=C2C(=N1)C(=NC(=N2)N)N)C3=CC=C(C=C3)C(=O)NC(CCC(=O)O)C(=O)O. Cell line: MDA-MB-231. Drug 1: CC12CCC3C(C1CCC2=O)CC(=C)C4=CC(=O)C=CC34C.